Dataset: Forward reaction prediction with 1.9M reactions from USPTO patents (1976-2016). Task: Predict the product of the given reaction. (1) Given the reactants Cl.Cl[CH:3]([C:8]1[C:9](=[O:17])[C:10]([OH:16])=[C:11]([CH3:15])[N:12]([CH3:14])[CH:13]=1)[C:4]([F:7])([F:6])[F:5].C(#N)C.[CH3:21][NH:22][CH3:23].O, predict the reaction product. The product is: [CH3:21][N:22]([CH3:23])[CH:3]([C:8]1[C:9](=[O:17])[C:10]([OH:16])=[C:11]([CH3:15])[N:12]([CH3:14])[CH:13]=1)[C:4]([F:7])([F:6])[F:5]. (2) Given the reactants [F-].C([N+](CCCC)(CCCC)CCCC)CCC.[C:19]([O:22][CH:23]1[C:24]([O:69][CH:70]([O:72][CH2:73][CH3:74])[CH3:71])([CH3:68])[CH2:25][CH2:26][CH:27]([O:60][Si](C(C)(C)C)(C)C)[CH2:28][C:29]([O:31][CH:32](/[C:37](/[CH3:59])=[CH:38]/[CH:39]=[CH:40]/[CH:41]([CH3:58])[CH2:42][CH:43]2[O:57][CH:44]2[CH:45]([CH3:56])[CH:46]([O:49][C:50](=[O:55])[CH2:51][O:52][CH2:53][CH3:54])[CH2:47][CH3:48])[CH:33]([CH3:36])[CH:34]=[CH:35]1)=[O:30])(=[O:21])[CH3:20], predict the reaction product. The product is: [C:19]([O:22][CH:23]1[C:24]([O:69][CH:70]([O:72][CH2:73][CH3:74])[CH3:71])([CH3:68])[CH2:25][CH2:26][CH:27]([OH:60])[CH2:28][C:29]([O:31][CH:32](/[C:37](/[CH3:59])=[CH:38]/[CH:39]=[CH:40]/[CH:41]([CH3:58])[CH2:42][CH:43]2[O:57][CH:44]2[CH:45]([CH3:56])[CH:46]([O:49][C:50](=[O:55])[CH2:51][O:52][CH2:53][CH3:54])[CH2:47][CH3:48])[CH:33]([CH3:36])[CH:34]=[CH:35]1)=[O:30])(=[O:21])[CH3:20]. (3) The product is: [CH3:25][O:26][CH2:27][CH2:28][N:29]([CH3:37])[C:30]1[N:31]=[CH:32][C:33]([NH:36][C:9]([C:11]2[O:15][C:14]([C:16]3[CH:17]=[CH:18][CH:19]=[CH:20][CH:21]=3)=[N:13][C:12]=2[CH2:22][CH2:23][CH3:24])=[O:10])=[CH:34][CH:35]=1. Given the reactants O=C1CCC(=O)N1O[C:9]([C:11]1[O:15][C:14]([C:16]2[CH:21]=[CH:20][CH:19]=[CH:18][CH:17]=2)=[N:13][C:12]=1[CH2:22][CH2:23][CH3:24])=[O:10].[CH3:25][O:26][CH2:27][CH2:28][N:29]([CH3:37])[C:30]1[CH:35]=[CH:34][C:33]([NH2:36])=[CH:32][N:31]=1, predict the reaction product. (4) Given the reactants [N:1](C(N(C)C)=O)=NC(N(C)C)=O.[OH:13][C:14]1[CH:22]=[CH:21][C:20]2[N:19]([S:23]([C:26]3[CH:31]=[CH:30][CH:29]=[CH:28][CH:27]=3)(=[O:25])=[O:24])[CH:18]=[CH:17][C:16]=2[C:15]=1[CH:32]=O.[C:34]1(P(C2C=CC=CC=2)C2C=CC=CC=2)[CH:39]=CC=C[CH:35]=1.C(O[BH-](OC(=O)C)OC(=O)C)(=O)C.[Na+], predict the reaction product. The product is: [CH3:35][C@@H:34]1[NH:1][CH2:32][C:15]2=[C:16]3[C:20](=[CH:21][CH:22]=[C:14]2[O:13][CH2:39]1)[N:19]([S:23]([C:26]1[CH:31]=[CH:30][CH:29]=[CH:28][CH:27]=1)(=[O:25])=[O:24])[CH:18]=[CH:17]3. (5) Given the reactants Cl[CH2:2][C:3]([N:5]1[C:14]2[C:9](=[CH:10][CH:11]=[CH:12][CH:13]=2)[CH2:8][CH2:7][CH2:6]1)=[O:4].[Cl:15][C:16]1[CH:25]=[CH:24][C:19]2[N:20]=[C:21]([SH:23])[S:22][C:18]=2[CH:17]=1, predict the reaction product. The product is: [Cl:15][C:16]1[CH:25]=[CH:24][C:19]2[N:20]=[C:21]([S:23][CH2:2][C:3]([N:5]3[C:14]4[C:9](=[CH:10][CH:11]=[CH:12][CH:13]=4)[CH2:8][CH2:7][CH2:6]3)=[O:4])[S:22][C:18]=2[CH:17]=1. (6) The product is: [CH:10]1[C:9]2[CH2:14][C:15](=[O:17])[C:6]3[CH:5]=[CH:4][CH:3]=[CH:2][C:1]=3[CH2:7][C:8]=2[CH:13]=[CH:12][CH:11]=1. Given the reactants [C:1]1([CH2:7][C:8]2[CH:13]=[CH:12][CH:11]=[CH:10][C:9]=2[CH2:14][C:15]([OH:17])=O)[CH:6]=[CH:5][CH:4]=[CH:3][CH:2]=1, predict the reaction product. (7) Given the reactants [CH3:1][C:2]1[CH:3]=[N:4][N:5]([C:7]2[CH:8]=[N:9][N:10]3[CH2:15][CH2:14][N:13](C(OC(C)(C)C)=O)[CH2:12][C:11]=23)[CH:6]=1, predict the reaction product. The product is: [CH3:1][C:2]1[CH:3]=[N:4][N:5]([C:7]2[CH:8]=[N:9][N:10]3[CH2:15][CH2:14][NH:13][CH2:12][C:11]=23)[CH:6]=1. (8) Given the reactants [C:1]([C:3]1[C:23]([N+:24]([O-:26])=[O:25])=[CH:22][CH:21]=[CH:20][C:4]=1[O:5][CH2:6][C@@H:7]1[CH2:12][CH2:11][CH2:10][CH2:9][N:8]1C(OC(C)(C)C)=O)#[N:2].[ClH:27], predict the reaction product. The product is: [ClH:27].[N+:24]([C:23]1[CH:22]=[CH:21][CH:20]=[C:4]([O:5][CH2:6][C@@H:7]2[CH2:12][CH2:11][CH2:10][CH2:9][NH:8]2)[C:3]=1[C:1]#[N:2])([O-:26])=[O:25]. (9) The product is: [Cl:28][C:25]([F:26])([F:27])[C:22]1[N:20]2[N:21]=[C:16]([N:11]3[CH2:12][CH2:13][CH2:14][CH:8]([C:2]4[CH:7]=[CH:6][CH:5]=[CH:4][CH:3]=4)[CH2:9][CH2:10]3)[CH:17]=[CH:18][C:19]2=[N:24][N:23]=1. Given the reactants Cl.[C:2]1([CH:8]2[CH2:14][CH2:13][CH2:12][NH:11][CH2:10][CH2:9]2)[CH:7]=[CH:6][CH:5]=[CH:4][CH:3]=1.Cl[C:16]1[CH:17]=[CH:18][C:19]2[N:20]([C:22]([C:25]([Cl:28])([F:27])[F:26])=[N:23][N:24]=2)[N:21]=1, predict the reaction product.